From a dataset of NCI-60 drug combinations with 297,098 pairs across 59 cell lines. Regression. Given two drug SMILES strings and cell line genomic features, predict the synergy score measuring deviation from expected non-interaction effect. Drug 1: CN1CCC(CC1)COC2=C(C=C3C(=C2)N=CN=C3NC4=C(C=C(C=C4)Br)F)OC. Drug 2: CC1=C(N=C(N=C1N)C(CC(=O)N)NCC(C(=O)N)N)C(=O)NC(C(C2=CN=CN2)OC3C(C(C(C(O3)CO)O)O)OC4C(C(C(C(O4)CO)O)OC(=O)N)O)C(=O)NC(C)C(C(C)C(=O)NC(C(C)O)C(=O)NCCC5=NC(=CS5)C6=NC(=CS6)C(=O)NCCC[S+](C)C)O. Cell line: RPMI-8226. Synergy scores: CSS=-12.6, Synergy_ZIP=1.09, Synergy_Bliss=-9.37, Synergy_Loewe=-16.6, Synergy_HSA=-15.5.